Dataset: Full USPTO retrosynthesis dataset with 1.9M reactions from patents (1976-2016). Task: Predict the reactants needed to synthesize the given product. (1) Given the product [Br:16][C:5]1[N:6]=[C:2]([CH3:1])[S:3][C:4]=1[C:7]1[CH:12]=[CH:11][C:10]([CH2:13][CH2:14][CH3:15])=[CH:9][CH:8]=1, predict the reactants needed to synthesize it. The reactants are: [CH3:1][C:2]1[S:3][C:4]([C:7]2[CH:12]=[CH:11][C:10]([CH2:13][CH2:14][CH3:15])=[CH:9][CH:8]=2)=[CH:5][N:6]=1.[Br:16]Br. (2) Given the product [NH2:1][C:2]1[N:7]=[C:6]([N:8]2[C@H:13]([CH3:14])[CH2:12][CH2:11][C@H:10]([C:15]([NH:17][CH:18]3[CH2:23][CH2:22][CH2:21][CH2:20][CH2:19]3)=[O:16])[CH2:9]2)[CH:5]=[C:4]([C:24]2[CH:25]=[C:26]3[C:27]([C:30]([NH2:31])=[N:45][NH:46]3)=[CH:28][CH:29]=2)[N:3]=1, predict the reactants needed to synthesize it. The reactants are: [NH2:1][C:2]1[N:7]=[C:6]([N:8]2[C@H:13]([CH3:14])[CH2:12][CH2:11][C@H:10]([C:15]([NH:17][CH:18]3[CH2:23][CH2:22][CH2:21][CH2:20][CH2:19]3)=[O:16])[CH2:9]2)[CH:5]=[C:4]([C:24]2[CH:29]=[CH:28][C:27]([C:30]#[N:31])=[C:26](F)[CH:25]=2)[N:3]=1.CCO.CCN(C(C)C)C(C)C.[NH2:45][NH2:46]. (3) The reactants are: [CH:1]1([N:4]([CH2:18][C:19]2[O:20][CH:21]=[C:22]([C:24]([N:26]3[CH2:31][CH2:30][NH:29][CH2:28][CH2:27]3)=[O:25])[N:23]=2)[S:5]([C:8]2[C:13]([CH3:14])=[CH:12][C:11]([O:15][CH3:16])=[CH:10][C:9]=2[CH3:17])(=[O:7])=[O:6])[CH2:3][CH2:2]1.[CH3:32][C:33]1[C:37]([CH:38]=O)=[CH:36][NH:35][N:34]=1.CC(O)=O. Given the product [CH:1]1([N:4]([CH2:18][C:19]2[O:20][CH:21]=[C:22]([C:24]([N:26]3[CH2:31][CH2:30][N:29]([CH2:38][C:37]4[C:33]([CH3:32])=[N:34][NH:35][CH:36]=4)[CH2:28][CH2:27]3)=[O:25])[N:23]=2)[S:5]([C:8]2[C:9]([CH3:17])=[CH:10][C:11]([O:15][CH3:16])=[CH:12][C:13]=2[CH3:14])(=[O:6])=[O:7])[CH2:2][CH2:3]1, predict the reactants needed to synthesize it.